From a dataset of Catalyst prediction with 721,799 reactions and 888 catalyst types from USPTO. Predict which catalyst facilitates the given reaction. (1) Reactant: [C:1]([N:4]1[CH2:9][CH2:8][CH:7]([NH:10]C(=O)OC(C)(C)C)[CH2:6][CH2:5]1)(=[O:3])[CH3:2].[ClH:18].CO. Product: [ClH:18].[NH2:10][CH:7]1[CH2:8][CH2:9][N:4]([C:1](=[O:3])[CH3:2])[CH2:5][CH2:6]1. The catalyst class is: 5. (2) Reactant: Br[C:2]1[C:10]2[O:9][C:8]([C:11]3[CH:16]=[CH:15][C:14]([O:17]C)=[CH:13][CH:12]=3)=[N:7][C:6]=2[CH:5]=[C:4]([O:19]C)[CH:3]=1. Product: [OH:9][C:10]([C:2]1[C:10]2[O:9][C:8]([C:11]3[CH:12]=[CH:13][C:14]([OH:17])=[CH:15][CH:16]=3)=[N:7][C:6]=2[CH:5]=[C:4]([OH:19])[CH:3]=1)([CH3:2])[CH3:6]. The catalyst class is: 21.